The task is: Regression. Given a peptide amino acid sequence and an MHC pseudo amino acid sequence, predict their binding affinity value. This is MHC class I binding data.. This data is from Peptide-MHC class I binding affinity with 185,985 pairs from IEDB/IMGT. (1) The peptide sequence is YFTFDLTAL. The MHC is HLA-A01:01 with pseudo-sequence HLA-A01:01. The binding affinity (normalized) is 0.0847. (2) The peptide sequence is WKFDSSLAF. The MHC is HLA-A30:02 with pseudo-sequence HLA-A30:02. The binding affinity (normalized) is 0. (3) The peptide sequence is RAMASDFNL. The MHC is HLA-A02:03 with pseudo-sequence HLA-A02:03. The binding affinity (normalized) is 0.0641. (4) The peptide sequence is LMTAISQGI. The MHC is HLA-B27:05 with pseudo-sequence HLA-B27:05. The binding affinity (normalized) is 0.0847. (5) The peptide sequence is NITRLEVIGL. The MHC is HLA-A02:01 with pseudo-sequence HLA-A02:01. The binding affinity (normalized) is 0.441. (6) The MHC is HLA-B07:02 with pseudo-sequence HLA-B07:02. The peptide sequence is HEGDIVPLF. The binding affinity (normalized) is 0.0847.